From a dataset of Peptide-MHC class II binding affinity with 134,281 pairs from IEDB. Regression. Given a peptide amino acid sequence and an MHC pseudo amino acid sequence, predict their binding affinity value. This is MHC class II binding data. (1) The peptide sequence is AKPDGKTDCTKEVEE. The MHC is HLA-DQA10102-DQB10502 with pseudo-sequence HLA-DQA10102-DQB10502. The binding affinity (normalized) is 0. (2) The peptide sequence is YAEMKWLLSNTDNAAFPQ. The MHC is DRB1_0101 with pseudo-sequence DRB1_0101. The binding affinity (normalized) is 0. (3) The peptide sequence is CDKFLANVSTVLTGK. The MHC is DRB1_0802 with pseudo-sequence DRB1_0802. The binding affinity (normalized) is 0.738.